This data is from Forward reaction prediction with 1.9M reactions from USPTO patents (1976-2016). The task is: Predict the product of the given reaction. (1) Given the reactants [Cl:1][C:2]1[CH:7]=[CH:6][C:5]([C:8]2([C:13]3[CH:18]=[CH:17][C:16]([C:19]4[NH:23][C:22]5[CH:24]=[CH:25][C:26]([C:28](O)=[O:29])=[CH:27][C:21]=5[N:20]=4)=[CH:15][CH:14]=3)[O:12][CH2:11][CH2:10][O:9]2)=[CH:4][CH:3]=1.C(N1C=CN=C1)([N:33]1C=CN=C1)=O.C(=O)(O)[O-].[NH4+].[NH4+].[Cl-], predict the reaction product. The product is: [Cl:1][C:2]1[CH:3]=[CH:4][C:5]([C:8]2([C:13]3[CH:18]=[CH:17][C:16]([C:19]4[NH:23][C:22]5[CH:24]=[CH:25][C:26]([C:28]([NH2:33])=[O:29])=[CH:27][C:21]=5[N:20]=4)=[CH:15][CH:14]=3)[O:12][CH2:11][CH2:10][O:9]2)=[CH:6][CH:7]=1. (2) Given the reactants [CH3:1][C:2]1([CH3:18])[C:6]([CH3:8])([CH3:7])[O:5][B:4]([C:9]2[CH:17]=[C:16]3[C:12](C=NN3)=[CH:11][CH:10]=2)[O:3]1.BrC1C=C[C:23]2[S:24]C=C[C:22]=2C=1.CC1(C)C(C)(C)OB(B2OC(C)(C)C(C)(C)O2)O1, predict the reaction product. The product is: [S:24]1[CH:23]=[CH:22][C:16]2[CH:17]=[C:9]([B:4]3[O:5][C:6]([CH3:7])([CH3:8])[C:2]([CH3:1])([CH3:18])[O:3]3)[CH:10]=[CH:11][C:12]1=2. (3) Given the reactants Cl.Cl.[NH2:3][CH:4]1[CH2:9][CH2:8][N:7]([CH2:10][C@H:11]2[N:22]3[C:23]4[C:18]([CH:19]=[CH:20][C:21]3=[O:24])=[C:17](/[CH:25]=[CH:26]/[C:27]([O:29][CH2:30][CH3:31])=[O:28])[CH:16]=[C:15]([F:32])[C:14]=4[O:13][CH2:12]2)[CH2:6][CH2:5]1.C(N(CC)CC)C.[O:40]1[C:49]2[CH:48]=[C:47]([CH:50]=O)[N:46]=[CH:45][C:44]=2[O:43][CH2:42][CH2:41]1.C(O[BH-](OC(=O)C)OC(=O)C)(=O)C.[Na+], predict the reaction product. The product is: [O:40]1[C:49]2[CH:48]=[C:47]([CH2:50][NH:3][CH:4]3[CH2:9][CH2:8][N:7]([CH2:10][C@H:11]4[N:22]5[C:23]6[C:18]([CH:19]=[CH:20][C:21]5=[O:24])=[C:17](/[CH:25]=[CH:26]/[C:27]([O:29][CH2:30][CH3:31])=[O:28])[CH:16]=[C:15]([F:32])[C:14]=6[O:13][CH2:12]4)[CH2:6][CH2:5]3)[N:46]=[CH:45][C:44]=2[O:43][CH2:42][CH2:41]1. (4) Given the reactants [Cl:1][C:2]1[CH:15]=[CH:14][C:5]([CH2:6][NH:7]C(=O)C(F)(F)F)=[CH:4][C:3]=1[C:16]1[NH:20][C:19](=[O:21])[N:18]([C:22]2[CH:27]=[CH:26][C:25]([Cl:28])=[C:24]([F:29])[CH:23]=2)[N:17]=1.[OH-].[K+].O, predict the reaction product. The product is: [NH2:7][CH2:6][C:5]1[CH:14]=[CH:15][C:2]([Cl:1])=[C:3]([C:16]2[NH:20][C:19](=[O:21])[N:18]([C:22]3[CH:27]=[CH:26][C:25]([Cl:28])=[C:24]([F:29])[CH:23]=3)[N:17]=2)[CH:4]=1. (5) The product is: [OH-:8].[NH4+:11].[C:39]([C:36]1[CH:37]=[CH:38][C:33]([C:30]2[CH:29]=[CH:28][C:27]([NH:26][CH2:25][C:13]3[C:14]([CH2:15][NH:16][CH2:17][CH2:18][CH2:19][CH2:20][CH2:21][C:22]([OH:24])=[O:23])=[C:9]([OH:8])[C:10]([CH3:42])=[N:11][CH:12]=3)=[CH:32][CH:31]=2)=[CH:34][CH:35]=1)(=[NH:40])[NH2:41]. Given the reactants C([O:8][C:9]1[C:10]([CH3:42])=[N:11][CH:12]=[C:13]([CH2:25][NH:26][C:27]2[CH:32]=[CH:31][C:30]([C:33]3[CH:38]=[CH:37][C:36]([C:39](=[NH:41])[NH2:40])=[CH:35][CH:34]=3)=[CH:29][CH:28]=2)[C:14]=1[CH2:15][NH:16][CH2:17][CH2:18][CH2:19][CH2:20][CH2:21][C:22]([OH:24])=[O:23])C1C=CC=CC=1, predict the reaction product. (6) Given the reactants CCN=C=NCCCN(C)C.C1C=CC2N(O)N=NC=2C=1.[Br:22][C:23]1[CH:28]=[CH:27][C:26]([NH:29][C:30]2[C:38]([C:39](O)=[O:40])=[C:37]3[N:33]([CH2:34][CH2:35][CH2:36]3)[C:32](=[O:42])[C:31]=2[F:43])=[C:25]([F:44])[CH:24]=1.[CH2:45]([O:47][NH2:48])[CH3:46], predict the reaction product. The product is: [CH2:45]([O:47][NH:48][C:39]([C:38]1[C:30]([NH:29][C:26]2[CH:27]=[CH:28][C:23]([Br:22])=[CH:24][C:25]=2[F:44])=[C:31]([F:43])[C:32](=[O:42])[N:33]2[C:37]=1[CH2:36][CH2:35][CH2:34]2)=[O:40])[CH3:46]. (7) Given the reactants [C:1]([O:9][CH2:10][CH:11]([OH:15])[CH2:12][C:13]#[CH:14])(=[O:8])[C:2]1[CH:7]=[CH:6][CH:5]=[CH:4][CH:3]=1.C1C(=O)N([Br:23])C(=O)C1, predict the reaction product. The product is: [C:1]([O:9][CH2:10][CH:11]([OH:15])[CH2:12][C:13]#[C:14][Br:23])(=[O:8])[C:2]1[CH:7]=[CH:6][CH:5]=[CH:4][CH:3]=1. (8) The product is: [Br:1][CH2:2][CH2:3][CH2:4][CH2:5][CH2:6][CH2:7][CH2:8][CH2:9][CH2:10][CH2:11][CH2:12][CH2:13][CH2:14][CH2:15][CH2:16][CH2:17][OH:18]. Given the reactants [Br:1][CH2:2][CH2:3][CH2:4][CH2:5][CH2:6][CH2:7][CH2:8][CH2:9][CH2:10][CH2:11][CH2:12][CH2:13][CH2:14][CH2:15][CH2:16][C:17](O)=[O:18], predict the reaction product.